Task: Regression/Classification. Given a drug SMILES string, predict its absorption, distribution, metabolism, or excretion properties. Task type varies by dataset: regression for continuous measurements (e.g., permeability, clearance, half-life) or binary classification for categorical outcomes (e.g., BBB penetration, CYP inhibition). Dataset: cyp1a2_veith.. Dataset: CYP1A2 inhibition data for predicting drug metabolism from PubChem BioAssay (1) The compound is C[C@H](N)CCCC(C)(C)O. The result is 0 (non-inhibitor). (2) The molecule is Cc1oc2c(C)c(O)ccc2c(=O)c1-c1ccc2ccccc2n1. The result is 1 (inhibitor). (3) The drug is Cc1cccc(Nc2cc(Cl)nc(SCC(=O)O)n2)c1C. The result is 0 (non-inhibitor). (4) The drug is CCn1c(=O)[nH]c2cc(Cl)c(Cl)cc21. The result is 1 (inhibitor). (5) The drug is CCc1cccc2c(C=C(C#N)C#N)cn(CC(=O)N3CCCC3)c12. The result is 0 (non-inhibitor). (6) The compound is FC(F)(F)c1ccccc1-c1nccc(NCc2cccs2)n1. The result is 1 (inhibitor). (7) The drug is O=C(Nc1nccs1)C1Cc2ccccc2CN1S(=O)(=O)c1ccc(F)cc1. The result is 1 (inhibitor). (8) The drug is CC(C)CN1CCC2(CC1)CCN(C(=O)Oc1ccccc1)CC2. The result is 0 (non-inhibitor).